This data is from Forward reaction prediction with 1.9M reactions from USPTO patents (1976-2016). The task is: Predict the product of the given reaction. (1) Given the reactants [C:1]([O:5][C:6](=[O:21])[NH:7][CH2:8][C:9]1([C:17](=[NH:20])[NH:18][OH:19])[C:11]2([CH2:16][CH2:15][CH2:14][CH2:13][CH2:12]2)[CH2:10]1)([CH3:4])([CH3:3])[CH3:2].C1N=CN([C:27](N2C=NC=C2)=[O:28])C=1, predict the reaction product. The product is: [C:1]([O:5][C:6](=[O:21])[NH:7][CH2:8][C:9]1([C:17]2[NH:20][C:27](=[O:28])[O:19][N:18]=2)[C:11]2([CH2:16][CH2:15][CH2:14][CH2:13][CH2:12]2)[CH2:10]1)([CH3:4])([CH3:2])[CH3:3]. (2) Given the reactants C(O[C:6](=[O:25])[NH:7][C:8]1[S:9][C:10]2[C:16]([C:17]3[CH:22]=[CH:21][CH:20]=[CH:19][CH:18]=3)=[CH:15][CH:14]=[C:13]([O:23][CH3:24])[C:11]=2[N:12]=1)(C)(C)C.[NH2:26][CH2:27][CH2:28][N:29]1[CH2:34][CH2:33][CH2:32][CH2:31][CH2:30]1, predict the reaction product. The product is: [CH3:24][O:23][C:13]1[C:11]2[N:12]=[C:8]([NH:7][C:6]([NH:26][CH2:27][CH2:28][N:29]3[CH2:34][CH2:33][CH2:32][CH2:31][CH2:30]3)=[O:25])[S:9][C:10]=2[C:16]([C:17]2[CH:22]=[CH:21][CH:20]=[CH:19][CH:18]=2)=[CH:15][CH:14]=1. (3) Given the reactants [CH2:1]([C:4]1[CH:9]=[CH:8][CH:7]=[C:6]([CH2:10][CH:11]=[CH2:12])[C:5]=1[OH:13])[CH:2]=[CH2:3].[OH-].[Na+].[CH2:16](Cl)[C:17]1[CH:22]=[CH:21][CH:20]=[CH:19][CH:18]=1, predict the reaction product. The product is: [CH2:16]([O:13][C:5]1[C:4]([CH2:1][CH:2]=[CH2:3])=[CH:9][CH:8]=[CH:7][C:6]=1[CH2:10][CH:11]=[CH2:12])[C:17]1[CH:22]=[CH:21][CH:20]=[CH:19][CH:18]=1. (4) Given the reactants [CH:1]1[C:6]([N+:7]([O-])=O)=[CH:5][CH:4]=[C:3]([S:10]([C:13]2[CH:18]=[CH:17][C:16]([N+:19]([O-])=O)=[CH:15][CH:14]=2)(=[O:12])=[O:11])[CH:2]=1.CS(O)(=O)=O, predict the reaction product. The product is: [CH:17]1[C:16]([NH2:19])=[CH:15][CH:14]=[C:13]([S:10]([C:3]2[CH:2]=[CH:1][C:6]([NH2:7])=[CH:5][CH:4]=2)(=[O:12])=[O:11])[CH:18]=1. (5) The product is: [C:44]([CH2:43][CH2:42][C:28]1[C:27]([CH2:26][CH2:25][CH2:24][CH2:23][CH2:22][CH2:21][O:20][C:18]2[CH:17]=[C:13]([C:14](=[O:15])[NH:50][CH3:49])[CH:12]=[C:11]([C:9]3[CH:8]=[CH:7][C:6]4[O:1][CH2:2][CH2:3][O:4][C:5]=4[CH:10]=3)[CH:19]=2)=[CH:32][CH:31]=[CH:30][C:29]=1[O:33][CH2:34][CH2:35][CH2:36][C:37]([OH:39])=[O:38])([OH:46])=[O:45]. Given the reactants [O:1]1[C:6]2[CH:7]=[CH:8][C:9]([C:11]3[CH:12]=[C:13]([CH:17]=[C:18]([O:20][CH2:21][CH2:22][CH2:23][CH2:24][CH2:25][CH2:26][C:27]4[CH:32]=[CH:31][CH:30]=[C:29]([O:33][CH2:34][CH2:35][CH2:36][C:37]([O:39]CC)=[O:38])[C:28]=4[CH2:42][CH2:43][C:44]([O:46]CC)=[O:45])[CH:19]=3)[C:14](O)=[O:15])=[CH:10][C:5]=2[O:4][CH2:3][CH2:2]1.[CH3:49][NH2:50], predict the reaction product.